From a dataset of Full USPTO retrosynthesis dataset with 1.9M reactions from patents (1976-2016). Predict the reactants needed to synthesize the given product. (1) Given the product [Cl:1][C:2]1[CH:7]=[CH:6][C:5]([N+:8]([O-:10])=[O:9])=[C:4]([CH:3]=1)[NH:12][C:13]1[CH:18]=[CH:17][CH:16]=[CH:15][CH:14]=1, predict the reactants needed to synthesize it. The reactants are: [Cl:1][C:2]1[CH:7]=[CH:6][C:5]([N+:8]([O-:10])=[O:9])=[C:4](F)[CH:3]=1.[NH2:12][C:13]1[CH:18]=[CH:17][CH:16]=[CH:15][CH:14]=1.C(=O)([O-])[O-].[K+].[K+].O. (2) Given the product [CH3:20][O:19][C:11]1[CH:10]=[C:9]([CH:5]([O:4][C:1](=[O:3])[CH3:2])[C:6]([N:43]([CH3:44])[CH:41]([C:37]2[CH:38]=[CH:39][CH:40]=[C:35]([O:34][CH3:33])[CH:36]=2)[CH3:42])=[O:8])[CH:14]=[C:13]([O:15][CH3:16])[C:12]=1[O:17][CH3:18], predict the reactants needed to synthesize it. The reactants are: [C:1]([O:4][CH:5]([C:9]1[CH:14]=[C:13]([O:15][CH3:16])[C:12]([O:17][CH3:18])=[C:11]([O:19][CH3:20])[CH:10]=1)[C:6]([OH:8])=O)(=[O:3])[CH3:2].C(N1C=CN=C1)(N1C=CN=C1)=O.[CH3:33][O:34][C:35]1[CH:36]=[C:37]([CH:41]([NH:43][CH3:44])[CH3:42])[CH:38]=[CH:39][CH:40]=1. (3) Given the product [CH2:1]([N:8]1[C:17]2[C:12](=[CH:13][CH:14]=[CH:15][CH:16]=2)[CH2:11][N:10]([CH2:39][CH:37]([OH:38])[CH2:36][N:26]2[C:27]3[CH:28]=[CH:29][C:30]([F:35])=[CH:31][C:32]=3[C:33]3[C:25]2=[CH:24][CH:23]=[C:22]([F:21])[CH:34]=3)[C:9]1=[O:18])[C:2]1[CH:3]=[CH:4][CH:5]=[CH:6][CH:7]=1, predict the reactants needed to synthesize it. The reactants are: [CH2:1]([N:8]1[C:17]2[C:12](=[CH:13][CH:14]=[CH:15][CH:16]=2)[CH2:11][NH:10][C:9]1=[O:18])[C:2]1[CH:7]=[CH:6][CH:5]=[CH:4][CH:3]=1.[H-].[Na+].[F:21][C:22]1[CH:23]=[CH:24][C:25]2[N:26]([CH2:36][CH:37]3[CH2:39][O:38]3)[C:27]3[C:32]([C:33]=2[CH:34]=1)=[CH:31][C:30]([F:35])=[CH:29][CH:28]=3.[Cl-].[NH4+]. (4) The reactants are: C(OC(=O)[NH:7][C:8]1([C:12]([OH:15])([CH3:14])[CH3:13])[CH2:11][CH2:10][CH2:9]1)(C)(C)C.[F:17][C:18]([F:23])([F:22])[C:19]([OH:21])=[O:20]. Given the product [F:17][C:18]([F:23])([F:22])[C:19]([OH:21])=[O:20].[NH2:7][C:8]1([C:12]([OH:15])([CH3:14])[CH3:13])[CH2:11][CH2:10][CH2:9]1, predict the reactants needed to synthesize it. (5) Given the product [C:19]([O:11][C:8]1[C:7]2[C:2]([O:1][C:17](=[O:23])[CH3:18])=[CH:3][CH:4]=[CH:5][C:6]=2[O:10][CH:9]=1)(=[O:21])[CH3:20], predict the reactants needed to synthesize it. The reactants are: [OH:1][C:2]1[C:7]2[C:8](=[O:11])[CH2:9][O:10][C:6]=2[CH:5]=[CH:4][CH:3]=1.CCN([CH2:17][CH3:18])CC.[C:19](Cl)(=[O:21])[CH3:20].[OH2:23]. (6) Given the product [CH3:1][C:2]1[N:10]=[CH:9][CH:8]=[CH:7][C:3]=1[C:4]([NH2:13])=[O:5], predict the reactants needed to synthesize it. The reactants are: [CH3:1][C:2]1[N:10]=[CH:9][CH:8]=[CH:7][C:3]=1[C:4](O)=[O:5].C(N1C=CN=C1)([N:13]1C=CN=C1)=O. (7) Given the product [Br:8][C:6]1[N:5]=[C:4]([C:9]#[N:10])[C:3]([OH:11])=[C:2]([O:14][CH2:13][CH3:12])[CH:7]=1, predict the reactants needed to synthesize it. The reactants are: Br[C:2]1[CH:7]=[C:6]([Br:8])[N:5]=[C:4]([C:9]#[N:10])[C:3]=1[OH:11].[CH3:12][CH2:13][O-:14].[Na+].CCO.Cl.